From a dataset of Full USPTO retrosynthesis dataset with 1.9M reactions from patents (1976-2016). Predict the reactants needed to synthesize the given product. (1) Given the product [NH2:21][CH:18]1[CH2:19][CH2:20][N:15]([CH2:14][CH:12]2[C:11]3=[C:2]([F:1])[CH:3]=[N:4][C:5]4[CH:6]=[CH:7][C:8](=[O:29])[N:9]([C:10]=43)[CH2:13]2)[CH2:16][CH2:17]1, predict the reactants needed to synthesize it. The reactants are: [F:1][C:2]1[CH:3]=[N:4][C:5]2[CH:6]=[CH:7][C:8](=[O:29])[N:9]3[CH2:13][CH:12]([CH2:14][N:15]4[CH2:20][CH2:19][CH:18]([NH:21]C(=O)OC(C)(C)C)[CH2:17][CH2:16]4)[C:11]=1[C:10]=23.C(O)(C(F)(F)F)=O. (2) Given the product [CH3:3][N:4]1[C:8]([C:9]2[CH:14]=[CH:13][CH:12]=[CH:11][CH:10]=2)=[CH:7][CH:6]=[C:5]1[C:15]([OH:17])=[O:16], predict the reactants needed to synthesize it. The reactants are: [OH-].[Li+].[CH3:3][N:4]1[C:8]([C:9]2[CH:14]=[CH:13][CH:12]=[CH:11][CH:10]=2)=[CH:7][CH:6]=[C:5]1[C:15]([O:17]C)=[O:16].CO.Cl. (3) The reactants are: N(C(=C[C:10]1C=CC=[C:15]2[C:11]=1[CH:12]=CN2)C(OC)=O)=[N+]=[N-].Br.[C:20]([O:23]CC)(=[O:22])C.[CH:26]1[C:30]2=[C:31]3[C:35]([CH:36]=[CH:37][C:29]2=[N:28][C:27]=1[C:38]([O:40][CH3:41])=[O:39])=[N:34][CH:33]=[CH:32]3.C1C2=C3C(=CC=C2NC1)NC(C(OC)=O)=C3.C(Cl)CCl. Given the product [C:11]([O:23][C:20]([N:34]1[C:35]2[C:31](=[C:30]3[C:29](=[CH:37][CH:36]=2)[NH:28][C:27]([C:38]([O:40][CH3:41])=[O:39])=[CH:26]3)[CH2:32][CH2:33]1)=[O:22])([CH3:10])([CH3:12])[CH3:15], predict the reactants needed to synthesize it. (4) Given the product [N+:11]([C:9]1[CH:8]=[CH:7][CH:6]=[C:5]2[C:10]=1[CH:2]1[CH2:22][C:17]3([O:21][CH2:20][CH2:19][O:18]3)[CH2:16][CH2:15][N:3]1[C:4]2=[O:14])([O-:13])=[O:12], predict the reactants needed to synthesize it. The reactants are: O[CH:2]1[C:10]2[C:5](=[CH:6][CH:7]=[CH:8][C:9]=2[N+:11]([O-:13])=[O:12])[C:4](=[O:14])[N:3]1[CH2:15][CH2:16][C:17]1([CH3:22])[O:21][CH2:20][CH2:19][O:18]1.O.C([O-])(O)=O.[Na+]. (5) Given the product [CH3:17][C:15]1[CH:14]=[CH:13][C:12]([N:18]2[N:19]=[CH:20][CH:21]=[N:22]2)=[C:11]([C:9]([N:8]2[C@H:2]([CH3:1])[CH2:3][CH2:4][N:5]([C:30]3[O:31][C:27]4[CH:26]=[CH:25][C:24]([Cl:23])=[CH:32][C:28]=4[N:29]=3)[CH2:6][CH2:7]2)=[O:10])[CH:16]=1, predict the reactants needed to synthesize it. The reactants are: [CH3:1][C@H:2]1[N:8]([C:9]([C:11]2[CH:16]=[C:15]([CH3:17])[CH:14]=[CH:13][C:12]=2[N:18]2[N:22]=[CH:21][CH:20]=[N:19]2)=[O:10])[CH2:7][CH2:6][NH:5][CH2:4][CH2:3]1.[Cl:23][C:24]1[CH:25]=[CH:26][C:27]2[O:31][CH:30]=[N:29][C:28]=2[CH:32]=1.C(O)(=O)C. (6) The reactants are: [F:1][C:2]1[CH:11]=[C:10]2[C:5]([C:6]([CH3:13])=[CH:7][C:8](O)=[N:9]2)=[CH:4][CH:3]=1.O=P(Cl)(Cl)[Cl:16]. Given the product [Cl:16][C:8]1[CH:7]=[C:6]([CH3:13])[C:5]2[C:10](=[CH:11][C:2]([F:1])=[CH:3][CH:4]=2)[N:9]=1, predict the reactants needed to synthesize it.